Task: Predict the reaction yield, written as a fraction of the theoretical maximum amount of product (1.0 means a 100% yield; for example, 0.34 means a 34% yield).. Dataset: Reaction yield outcomes from USPTO patents with 853,638 reactions (1) The reactants are [C:1]([C:3]1[CH:4]=[C:5]([CH:14]=[CH:15][CH:16]=1)[CH:6]=[CH:7][CH:8]=[N:9][NH:10][C:11]([NH2:13])=[S:12])#[N:2].Br[CH2:18][C:19]([C:21]1[CH:26]=[CH:25][C:24]([Cl:27])=[CH:23][CH:22]=1)=O. No catalyst specified. The product is [Cl:27][C:24]1[CH:25]=[CH:26][C:21]([C:19]2[N:13]=[C:11]([NH:10][N:9]=[CH:8][CH:7]=[CH:6][C:5]3[CH:14]=[CH:15][CH:16]=[C:3]([C:1]#[N:2])[CH:4]=3)[S:12][CH:18]=2)=[CH:22][CH:23]=1. The yield is 0.510. (2) The reactants are [CH2:1]([NH:8][C:9]([NH:11][N:12]([CH2:14][C:15]([OH:17])=O)[CH3:13])=[O:10])[C:2]1[CH:7]=[CH:6][CH:5]=[CH:4][CH:3]=1.OC1C2N=NNC=2C=CC=1.C(N=C=NCCCN(C)C)C.[NH2:39][C@@H:40]([CH2:64][C:65]1[CH:70]=[CH:69][C:68]([O:71][C:72]([CH3:75])([CH3:74])[CH3:73])=[CH:67][CH:66]=1)[C:41]([N:43]([C@@H:55]([CH3:63])[CH:56]([O:60][CH2:61][CH3:62])[O:57][CH2:58][CH3:59])[CH2:44][C:45]1[C:54]2[C:49](=[CH:50][CH:51]=[CH:52][CH:53]=2)[CH:48]=[CH:47][CH:46]=1)=[O:42]. The catalyst is ClCCl.CN(C)C1C=CN=CC=1.C(OCC)(=O)C. The product is [CH2:1]([NH:8][C:9]([NH:11][N:12]([CH2:14][C:15]([NH:39][C@@H:40]([CH2:64][C:65]1[CH:70]=[CH:69][C:68]([O:71][C:72]([CH3:75])([CH3:74])[CH3:73])=[CH:67][CH:66]=1)[C:41]([N:43]([C@@H:55]([CH3:63])[CH:56]([O:60][CH2:61][CH3:62])[O:57][CH2:58][CH3:59])[CH2:44][C:45]1[C:54]2[C:49](=[CH:50][CH:51]=[CH:52][CH:53]=2)[CH:48]=[CH:47][CH:46]=1)=[O:42])=[O:17])[CH3:13])=[O:10])[C:2]1[CH:3]=[CH:4][CH:5]=[CH:6][CH:7]=1. The yield is 0.900. (3) The reactants are [C:1]([C:5]1[CH:6]=[C:7]([C:16]2[N:20]([CH2:21][CH:22]3[CH2:27][CH2:26][CH2:25][CH2:24][CH2:23]3)[C:19]([CH3:28])=[C:18]([S:29]([NH2:32])(=[O:31])=[O:30])[CH:17]=2)[CH:8]=[C:9]([C:11]([C:14]#[N:15])([CH3:13])[CH3:12])[CH:10]=1)([CH3:4])([CH3:3])[CH3:2].[OH-:33].[Na+]. The catalyst is CCO.O. The product is [C:1]([C:5]1[CH:10]=[C:9]([C:11]([CH3:13])([CH3:12])[C:14]([NH2:15])=[O:33])[CH:8]=[C:7]([C:16]2[N:20]([CH2:21][CH:22]3[CH2:23][CH2:24][CH2:25][CH2:26][CH2:27]3)[C:19]([CH3:28])=[C:18]([S:29](=[O:31])(=[O:30])[NH2:32])[CH:17]=2)[CH:6]=1)([CH3:2])([CH3:3])[CH3:4]. The yield is 0.850. (4) The reactants are [N:1]1[C:10]2[CH:9]([NH:11][CH2:12][CH2:13][CH2:14][CH2:15][N:16]3[C:24](=[O:25])[C:23]4[C:18](=[CH:19][CH:20]=[CH:21][CH:22]=4)[C:17]3=[O:26])[CH2:8][CH2:7][CH2:6][C:5]=2[CH:4]=[CH:3][CH:2]=1.C(O[BH-](O[C:37](=O)[CH3:38])OC(=O)C)(=O)C.[Na+]. The catalyst is C(Cl)Cl. The product is [CH2:2]([N:1]1[CH:10]=[C:9]([CH3:8])[N:11]=[C:37]1[CH2:38][N:11]([CH:9]1[C:10]2[N:1]=[CH:2][CH:3]=[CH:4][C:5]=2[CH2:6][CH2:7][CH2:8]1)[CH2:12][CH2:13][CH2:14][CH2:15][N:16]1[C:24](=[O:25])[C:23]2[C:18](=[CH:19][CH:20]=[CH:21][CH:22]=2)[C:17]1=[O:26])[CH:3]=[CH2:4]. The yield is 0.310.